From a dataset of Reaction yield outcomes from USPTO patents with 853,638 reactions. Predict the reaction yield, written as a fraction of the theoretical maximum amount of product (1.0 means a 100% yield; for example, 0.34 means a 34% yield). (1) The reactants are [Li]CCCC.[CH3:6][O:7][C:8]1[CH:9]=[C:10]([CH3:16])[CH:11]=[C:12]([O:14][CH3:15])[CH:13]=1.[C:17]1([CH2:23][CH2:24][CH2:25][CH2:26]Br)[CH:22]=[CH:21][CH:20]=[CH:19][CH:18]=1. The catalyst is C1COCC1.C1(C)C=CC=CC=1. The yield is 0.810. The product is [CH3:15][O:14][C:12]1[CH:11]=[C:10]([CH3:16])[CH:9]=[C:8]([O:7][CH3:6])[C:13]=1[CH2:26][CH2:25][CH2:24][CH2:23][C:17]1[CH:22]=[CH:21][CH:20]=[CH:19][CH:18]=1. (2) The reactants are [CH3:1][I:2].[C:3]1([N:9]2[CH:13]=[N:12][CH:11]=[N:10]2)[CH:8]=[CH:7][CH:6]=[CH:5][CH:4]=1. The catalyst is C(#N)C. The product is [I-:2].[C:3]1([N+:9]2[N:10]=[CH:11][N:12]([CH3:1])[CH:13]=2)[CH:4]=[CH:5][CH:6]=[CH:7][CH:8]=1. The yield is 0.410. (3) The reactants are C1(C)C=CC(S([CH2:10][N+:11]#[C-:12])(=O)=O)=CC=1.[C:14]([O:24][CH3:25])(=[O:23])[CH:15]=[CH:16][C:17]1[CH:22]=[CH:21][CH:20]=[CH:19][CH:18]=1.CC(C)([O-])C.[K+]. No catalyst specified. The product is [C:17]1([C:16]2[C:15]([C:14]([O:24][CH3:25])=[O:23])=[CH:10][NH:11][CH:12]=2)[CH:18]=[CH:19][CH:20]=[CH:21][CH:22]=1. The yield is 0.520. (4) The reactants are [CH2:1]([C:5]1[CH:12]=[C:11]([CH3:13])[C:8]([C:9]#[N:10])=[C:7]([SH:14])[N:6]=1)[CH:2]([CH3:4])[CH3:3].Br[CH2:16][C:17]([NH2:19])=[O:18].[O-]CC.[Na+]. The catalyst is CN(C=O)C.O. The product is [NH2:10][C:9]1[C:8]2[C:7](=[N:6][C:5]([CH2:1][CH:2]([CH3:4])[CH3:3])=[CH:12][C:11]=2[CH3:13])[S:14][C:16]=1[C:17]([NH2:19])=[O:18]. The yield is 0.390.